From a dataset of Full USPTO retrosynthesis dataset with 1.9M reactions from patents (1976-2016). Predict the reactants needed to synthesize the given product. (1) Given the product [Cl:24][C:5]1[C:6]([NH:8][CH:9]2[CH2:23][CH:12]3[CH2:13][N:14]([C:16]([O:18][C:19]([CH3:22])([CH3:21])[CH3:20])=[O:17])[CH2:15][CH:11]3[CH2:10]2)=[N:7][C:2]([NH:32][C:30]2[CH:29]=[N:28][N:27]([CH3:26])[CH:31]=2)=[N:3][CH:4]=1, predict the reactants needed to synthesize it. The reactants are: Cl[C:2]1[N:7]=[C:6]([NH:8][CH:9]2[CH2:23][CH:12]3[CH2:13][N:14]([C:16]([O:18][C:19]([CH3:22])([CH3:21])[CH3:20])=[O:17])[CH2:15][CH:11]3[CH2:10]2)[C:5]([Cl:24])=[CH:4][N:3]=1.Cl.[CH3:26][N:27]1[CH:31]=[C:30]([NH2:32])[CH:29]=[N:28]1.C(N(C(C)C)C(C)C)C. (2) Given the product [CH3:1][O:2][C:3](=[O:40])[C:4]1[CH:9]=[C:8]([O:10][C:11]2[CH:12]=[CH:13][C:14]([C:17]3[CH:18]=[CH:19][C:20]([CH2:23][C:24]4[N:25]([CH2:37][CH3:38])[CH:26]=[C:27]([C:29]5[CH:34]=[CH:33][C:32]([Cl:35])=[CH:31][C:30]=5[Cl:36])[N:28]=4)=[CH:21][CH:22]=3)=[CH:15][CH:16]=2)[CH:7]=[CH:6][C:5]=1[NH:39][C:46](=[O:47])[CH2:45][C:41]([CH3:44])([CH3:43])[CH3:42], predict the reactants needed to synthesize it. The reactants are: [CH3:1][O:2][C:3](=[O:40])[C:4]1[CH:9]=[C:8]([O:10][C:11]2[CH:16]=[CH:15][C:14]([C:17]3[CH:22]=[CH:21][C:20]([CH2:23][C:24]4[N:25]([CH2:37][CH3:38])[CH:26]=[C:27]([C:29]5[CH:34]=[CH:33][C:32]([Cl:35])=[CH:31][C:30]=5[Cl:36])[N:28]=4)=[CH:19][CH:18]=3)=[CH:13][CH:12]=2)[CH:7]=[CH:6][C:5]=1[NH2:39].[C:41]([CH2:45][C:46](Cl)=[O:47])([CH3:44])([CH3:43])[CH3:42].CCN(C(C)C)C(C)C. (3) Given the product [CH:11]1([CH2:10][CH:4]([C:2]([NH:25][CH2:17][CH2:18][C:19]2[CH:24]=[CH:23][CH:22]=[CH:21][CH:20]=2)=[O:3])[C:5]([O:7][CH2:8][CH3:9])=[O:6])[CH2:16][CH2:15][CH2:14][CH2:13][CH2:12]1, predict the reactants needed to synthesize it. The reactants are: Cl[C:2]([CH:4]([CH2:10][CH:11]1[CH2:16][CH2:15][CH2:14][CH2:13][CH2:12]1)[C:5]([O:7][CH2:8][CH3:9])=[O:6])=[O:3].[CH2:17]([NH2:25])[CH2:18][C:19]1[CH:24]=[CH:23][CH:22]=[CH:21][CH:20]=1.CN1CCOCC1. (4) Given the product [CH:1]1([N:5]2[CH2:11][CH2:10][C:9]3[CH:12]=[CH:13][C:14]([O:16][C:17]4[N:18]=[CH:19][C:20]([N:24]5[CH2:28][CH2:27][CH2:26][C:25]5=[O:29])=[CH:21][CH:22]=4)=[CH:15][C:8]=3[CH2:7][CH2:6]2)[CH2:4][CH2:3][CH2:2]1, predict the reactants needed to synthesize it. The reactants are: [CH:1]1([N:5]2[CH2:11][CH2:10][C:9]3[CH:12]=[CH:13][C:14]([O:16][C:17]4[CH:22]=[CH:21][C:20](I)=[CH:19][N:18]=4)=[CH:15][C:8]=3[CH2:7][CH2:6]2)[CH2:4][CH2:3][CH2:2]1.[NH:24]1[CH2:28][CH2:27][CH2:26][C:25]1=[O:29].C(=O)([O-])[O-].[K+].[K+]. (5) Given the product [C:2]1([C:1]2[NH:14][C:15]3[CH:16]=[C:17]([C:18]([O:20][CH3:21])=[O:19])[CH:22]=[CH:23][C:24]=3[N:25]=2)[CH:7]=[CH:6][CH:5]=[CH:4][CH:3]=1, predict the reactants needed to synthesize it. The reactants are: [CH:1](=O)[C:2]1[CH:7]=[CH:6][CH:5]=[CH:4][CH:3]=1.S([O-])(O)=O.[Na+].[NH2:14][C:15]1[CH:16]=[C:17]([CH:22]=[CH:23][C:24]=1[NH2:25])[C:18]([O:20][CH3:21])=[O:19]. (6) Given the product [OH:46][CH2:45][C:44]([NH:43][C:5]([C:7]1[N:16]2[C:10]([CH2:11][N:12]([C:21]([C:23]3[CH:28]=[CH:27][C:26]([C:29]4[CH:34]=[CH:33][CH:32]=[CH:31][C:30]=4[C:35]([F:38])([F:36])[F:37])=[C:25]([CH3:39])[CH:24]=3)=[O:22])[C:13]3[CH:20]=[CH:19][CH:18]=[CH:17][C:14]=3[CH2:15]2)=[CH:9][CH:8]=1)=[O:6])([CH2:49][OH:50])[CH2:47][OH:48], predict the reactants needed to synthesize it. The reactants are: OCCN(CCO)[C:5]([C:7]1[N:16]2[C:10]([CH2:11][N:12]([C:21]([C:23]3[CH:28]=[CH:27][C:26]([C:29]4[CH:34]=[CH:33][CH:32]=[CH:31][C:30]=4[C:35]([F:38])([F:37])[F:36])=[C:25]([CH3:39])[CH:24]=3)=[O:22])[C:13]3[CH:20]=[CH:19][CH:18]=[CH:17][C:14]=3[CH2:15]2)=[CH:9][CH:8]=1)=[O:6].[NH2:43][C:44]([CH2:49][OH:50])([CH2:47][OH:48])[CH2:45][OH:46].ON1C2C=CC=CC=2N=N1.Cl.CN(C)CCCN=C=NCC.C(N(CC)C(C)C)(C)C. (7) The reactants are: [CH2:1]([O:5][C:6]([C:8]1[N:9]=[C:10](O)[C:11]2[C:16]([C:17]=1[OH:18])=[CH:15][CH:14]=[CH:13][CH:12]=2)=[O:7])[CH2:2][CH2:3][CH3:4].P(Br)(Br)([Br:22])=O.O. Given the product [CH2:1]([O:5][C:6]([C:8]1[N:9]=[C:10]([Br:22])[C:11]2[C:16]([C:17]=1[OH:18])=[CH:15][CH:14]=[CH:13][CH:12]=2)=[O:7])[CH2:2][CH2:3][CH3:4], predict the reactants needed to synthesize it. (8) Given the product [Br:28][C:29]1[CH:34]=[C:33]([CH3:35])[C:32]([CH:4]2[C:5](=[O:10])[C@H:6]3[O:9][C@:2]([CH3:1])([CH2:8][CH2:7]3)[C:3]2=[O:11])=[C:31]([CH3:37])[CH:30]=1, predict the reactants needed to synthesize it. The reactants are: [CH3:1][C@@:2]12[O:9][C@@H:6]([CH2:7][CH2:8]1)[C:5](=[O:10])[CH2:4][C:3]2=[O:11].C(Cl)(Cl)Cl.C([O-])(=O)C.C([O-])(=O)C.C([O-])(=O)C.[Br:28][C:29]1[CH:34]=[C:33]([CH3:35])[C:32]([Pb+3])=[C:31]([CH3:37])[CH:30]=1.Cl. (9) Given the product [Cl-:1].[CH2:2]([C:12]1[S:11][CH:15]=[CH:14][NH+:13]=1)[C:3]([C:5]1[CH:10]=[CH:9][CH:8]=[CH:7][CH:6]=1)=[O:4], predict the reactants needed to synthesize it. The reactants are: [Cl:1][CH2:2][C:3]([C:5]1[CH:10]=[CH:9][CH:8]=[CH:7][CH:6]=1)=[O:4].[S:11]1[CH:15]=[CH:14][N:13]=[CH:12]1.